This data is from TCR-epitope binding with 47,182 pairs between 192 epitopes and 23,139 TCRs. The task is: Binary Classification. Given a T-cell receptor sequence (or CDR3 region) and an epitope sequence, predict whether binding occurs between them. (1) The epitope is IQYIDIGNY. The TCR CDR3 sequence is CASSHSLEVANYGYTF. Result: 0 (the TCR does not bind to the epitope). (2) The TCR CDR3 sequence is CASTQGASGYEQYF. Result: 1 (the TCR binds to the epitope). The epitope is TSNQVAVLY. (3) The epitope is MPASWVMRI. Result: 0 (the TCR does not bind to the epitope). The TCR CDR3 sequence is CAISDQTSGNQPQHF. (4) The epitope is SEPVLKGVKL. The TCR CDR3 sequence is CASSLGAGELFF. Result: 1 (the TCR binds to the epitope). (5) Result: 1 (the TCR binds to the epitope). The epitope is AVFDRKSDAK. The TCR CDR3 sequence is CSARDYRTGDEKLFF.